Dataset: NCI-60 drug combinations with 297,098 pairs across 59 cell lines. Task: Regression. Given two drug SMILES strings and cell line genomic features, predict the synergy score measuring deviation from expected non-interaction effect. (1) Drug 1: CN1CCC(CC1)COC2=C(C=C3C(=C2)N=CN=C3NC4=C(C=C(C=C4)Br)F)OC. Drug 2: C1=CN(C=N1)CC(O)(P(=O)(O)O)P(=O)(O)O. Cell line: SR. Synergy scores: CSS=8.17, Synergy_ZIP=-2.14, Synergy_Bliss=-1.91, Synergy_Loewe=1.49, Synergy_HSA=-1.79. (2) Drug 1: C1CC(=O)NC(=O)C1N2CC3=C(C2=O)C=CC=C3N. Drug 2: C1C(C(OC1N2C=C(C(=O)NC2=O)F)CO)O. Cell line: MDA-MB-435. Synergy scores: CSS=11.7, Synergy_ZIP=-4.65, Synergy_Bliss=2.70, Synergy_Loewe=-3.42, Synergy_HSA=4.22.